This data is from Full USPTO retrosynthesis dataset with 1.9M reactions from patents (1976-2016). The task is: Predict the reactants needed to synthesize the given product. (1) Given the product [F:1][C:2]1[CH:3]=[C:4]([CH:35]=[CH:36][CH:37]=1)[CH2:5][N:6]1[C:14]2[C:9](=[CH:10][C:11]([NH:15][C:16]3[C:21]4=[C:22]([CH2:25][N:26]5[CH2:31][CH2:30][CH:29]([C:32]([N:42]6[CH2:47][CH2:46][NH:45][CH2:44][CH2:43]6)=[O:33])[CH2:28][CH2:27]5)[CH:23]=[CH:24][N:20]4[N:19]=[CH:18][N:17]=3)=[CH:12][CH:13]=2)[CH:8]=[N:7]1, predict the reactants needed to synthesize it. The reactants are: [F:1][C:2]1[CH:3]=[C:4]([CH:35]=[CH:36][CH:37]=1)[CH2:5][N:6]1[C:14]2[C:9](=[CH:10][C:11]([NH:15][C:16]3[C:21]4=[C:22]([CH2:25][N:26]5[CH2:31][CH2:30][CH:29]([C:32](O)=[O:33])[CH2:28][CH2:27]5)[CH:23]=[CH:24][N:20]4[N:19]=[CH:18][N:17]=3)=[CH:12][CH:13]=2)[CH:8]=[N:7]1.C(Cl)CCl.[NH:42]1[CH2:47][CH2:46][NH:45][CH2:44][CH2:43]1. (2) Given the product [F:1][C:2]([F:39])([F:38])[C:3]1[CH:4]=[C:5]([CH:31]=[C:32]([C:34]([F:37])([F:36])[F:35])[CH:33]=1)[CH2:6][N:7]([CH2:12][C:13]1[CH:18]=[C:17]([C:40]#[N:41])[CH:16]=[CH:15][C:14]=1[C:20]1[CH:25]=[C:24]([CH:26]([CH3:28])[CH3:27])[CH:23]=[CH:22][C:21]=1[O:29][CH3:30])[C:8](=[O:11])[O:9][CH3:10], predict the reactants needed to synthesize it. The reactants are: [F:1][C:2]([F:39])([F:38])[C:3]1[CH:4]=[C:5]([CH:31]=[C:32]([C:34]([F:37])([F:36])[F:35])[CH:33]=1)[CH2:6][N:7]([CH2:12][C:13]1[CH:18]=[C:17](I)[CH:16]=[CH:15][C:14]=1[C:20]1[CH:25]=[C:24]([CH:26]([CH3:28])[CH3:27])[CH:23]=[CH:22][C:21]=1[O:29][CH3:30])[C:8](=[O:11])[O:9][CH3:10].[C:40]([Cu])#[N:41].O. (3) Given the product [Si:52]([O:51][C@@H:49]([C@@H:45]1[C@@H:44]([CH:14]([CH3:15])[C:13]([C:17]2[S:21][C:20]3=[C:22]([C:25]4[CH:26]=[N:27][CH:28]=[CH:29][CH:30]=4)[N:23]=[CH:24][N:19]3[C:18]=2[CH2:31][O:32][Si:33]([CH2:34][CH3:35])([CH2:38][CH3:39])[CH2:36][CH3:37])=[O:16])[NH:47][C:46]1=[O:48])[CH3:50])([C:55]([CH3:56])([CH3:57])[CH3:58])([CH3:53])[CH3:54], predict the reactants needed to synthesize it. The reactants are: C[Si]([N-][Si](C)(C)C)(C)C.[Li+].[Br-].[Li+].[C:13]([C:17]1[S:21][C:20]2=[C:22]([C:25]3[CH:26]=[N:27][CH:28]=[CH:29][CH:30]=3)[N:23]=[CH:24][N:19]2[C:18]=1[CH2:31][O:32][Si:33]([CH2:38][CH3:39])([CH2:36][CH3:37])[CH2:34][CH3:35])(=[O:16])[CH2:14][CH3:15].C(O[C@H:44]1[NH:47][C:46](=[O:48])[C@H:45]1[C@H:49]([O:51][Si:52]([C:55]([CH3:58])([CH3:57])[CH3:56])([CH3:54])[CH3:53])[CH3:50])(=O)C.C(O)(=O)CC(CC(O)=O)(C(O)=O)O. (4) Given the product [Cl:1][C:2]1[C:3]([O:12][C:13]2[CH:18]=[C:17]([O:19][CH2:20][CH2:21][O:22][CH:23]([CH3:24])[CH3:25])[CH:16]=[CH:15][C:14]=2[CH2:26][CH2:27][CH2:28][O:29][C:34]2[CH:35]=[C:36]([CH2:37][CH2:38][C:39]([OH:41])=[O:40])[N:32]([CH2:30][CH3:31])[N:33]=2)=[N:4][CH:5]=[C:6]([C:8]([F:9])([F:11])[F:10])[CH:7]=1, predict the reactants needed to synthesize it. The reactants are: [Cl:1][C:2]1[C:3]([O:12][C:13]2[CH:18]=[C:17]([O:19][CH2:20][CH2:21][O:22][CH:23]([CH3:25])[CH3:24])[CH:16]=[CH:15][C:14]=2[CH2:26][CH2:27][CH2:28][OH:29])=[N:4][CH:5]=[C:6]([C:8]([F:11])([F:10])[F:9])[CH:7]=1.[CH2:30]([N:32]1[C:36]([CH2:37][CH2:38][C:39]([O:41]CC)=[O:40])=[CH:35][C:34](O)=[N:33]1)[CH3:31].C(P(CCCC)CCCC)CCC.N(C(N1CCCCC1)=O)=NC(N1CCCCC1)=O.O1CCCC1CO.[OH-].[Na+].Cl. (5) Given the product [Cl:1][C:2]1[CH:7]=[CH:6][C:5]([CH2:8][C:9]([NH:16][C:17]2[CH:26]=[CH:25][CH:24]=[C:23]3[C:18]=2[CH:19]=[CH:20][N:21]([CH2:28][C:29]2[CH:30]=[N:31][C:32]([C:35]([F:38])([F:37])[F:36])=[CH:33][CH:34]=2)[C:22]3=[O:27])=[O:11])=[CH:4][C:3]=1[C:12]([F:15])([F:14])[F:13], predict the reactants needed to synthesize it. The reactants are: [Cl:1][C:2]1[CH:7]=[CH:6][C:5]([CH2:8][C:9]([OH:11])=O)=[CH:4][C:3]=1[C:12]([F:15])([F:14])[F:13].[NH2:16][C:17]1[CH:26]=[CH:25][CH:24]=[C:23]2[C:18]=1[CH:19]=[CH:20][N:21]([CH2:28][C:29]1[CH:30]=[N:31][C:32]([C:35]([F:38])([F:37])[F:36])=[CH:33][CH:34]=1)[C:22]2=[O:27].C(N(CC)C(C)C)(C)C.CO. (6) Given the product [Cl:41][C:30]1[CH:29]=[C:28]([O:27][CH2:26][C:18]2[C:19]([C:22]([F:24])([F:25])[F:23])=[N:20][S:21][C:17]=2[C:12]2[CH:13]=[CH:14][C:15]([Cl:1])=[CH:16][CH:11]=2)[CH:33]=[CH:32][C:31]=1[CH2:34][CH2:35][C:36]([OH:38])=[O:37], predict the reactants needed to synthesize it. The reactants are: [Cl:1]C1C=CC(B(O)O)=CC=1.[C:11]1(C)[CH:16]=[CH:15][CH:14]=[CH:13][C:12]=1[C:17]1[S:21][N:20]=[C:19]([C:22]([F:25])([F:24])[F:23])[C:18]=1[CH2:26][O:27][C:28]1[CH:33]=[CH:32][C:31]([CH2:34][CH2:35][C:36]([O:38]CC)=[O:37])=[C:30]([Cl:41])[CH:29]=1.